From a dataset of Full USPTO retrosynthesis dataset with 1.9M reactions from patents (1976-2016). Predict the reactants needed to synthesize the given product. (1) Given the product [Br:1][C:2]1[CH:7]=[C:6]([CH3:8])[C:5]2[C:15](=[O:16])[O:10][CH2:9][C:4]=2[C:3]=1[CH3:11], predict the reactants needed to synthesize it. The reactants are: [Br:1][C:2]1[C:3]([CH3:11])=[C:4]([CH2:9][OH:10])[CH:5]=[C:6]([CH3:8])[CH:7]=1.[Li+].[Cl-].C[CH2:15][O:16]C(C)=O. (2) Given the product [N:12]1[CH:17]=[CH:16][CH:15]=[CH:14][C:13]=1[N:18]1[CH2:19][CH2:20][N:21]([CH2:2][C:3]2[S:4][C:5]3[C:10]([N:11]=2)=[CH:9][CH:8]=[CH:7][N:6]=3)[CH2:22][CH2:23]1, predict the reactants needed to synthesize it. The reactants are: Cl[CH2:2][C:3]1[S:4][C:5]2[C:10]([N:11]=1)=[CH:9][CH:8]=[CH:7][N:6]=2.[N:12]1[CH:17]=[CH:16][CH:15]=[CH:14][C:13]=1[N:18]1[CH2:23][CH2:22][NH:21][CH2:20][CH2:19]1.CC(=O)OCC.